Dataset: Peptide-MHC class II binding affinity with 134,281 pairs from IEDB. Task: Regression. Given a peptide amino acid sequence and an MHC pseudo amino acid sequence, predict their binding affinity value. This is MHC class II binding data. (1) The binding affinity (normalized) is 0.126. The MHC is HLA-DPA10103-DPB10201 with pseudo-sequence HLA-DPA10103-DPB10201. The peptide sequence is GSMAKKGDEQKLRSA. (2) The peptide sequence is LNYRPLLPKDRRMII. The binding affinity (normalized) is 0.471. The MHC is DRB4_0101 with pseudo-sequence DRB4_0103. (3) The peptide sequence is IGSYVAFLSQTFAFI. The MHC is HLA-DPA10103-DPB10401 with pseudo-sequence HLA-DPA10103-DPB10401. The binding affinity (normalized) is 0.703.